This data is from NCI-60 drug combinations with 297,098 pairs across 59 cell lines. The task is: Regression. Given two drug SMILES strings and cell line genomic features, predict the synergy score measuring deviation from expected non-interaction effect. (1) Drug 1: CS(=O)(=O)CCNCC1=CC=C(O1)C2=CC3=C(C=C2)N=CN=C3NC4=CC(=C(C=C4)OCC5=CC(=CC=C5)F)Cl. Drug 2: C1C(C(OC1N2C=NC3=C2NC=NCC3O)CO)O. Cell line: DU-145. Synergy scores: CSS=2.38, Synergy_ZIP=-0.840, Synergy_Bliss=-1.47, Synergy_Loewe=-9.61, Synergy_HSA=-5.34. (2) Drug 1: C1C(C(OC1N2C=C(C(=O)NC2=O)F)CO)O. Drug 2: CC1=C(C=C(C=C1)C(=O)NC2=CC(=CC(=C2)C(F)(F)F)N3C=C(N=C3)C)NC4=NC=CC(=N4)C5=CN=CC=C5. Cell line: SF-268. Synergy scores: CSS=31.5, Synergy_ZIP=0.120, Synergy_Bliss=0.310, Synergy_Loewe=-26.4, Synergy_HSA=-0.496. (3) Drug 1: CN1C2=C(C=C(C=C2)N(CCCl)CCCl)N=C1CCCC(=O)O.Cl. Drug 2: C1C(C(OC1N2C=NC(=NC2=O)N)CO)O. Cell line: NCI-H322M. Synergy scores: CSS=2.23, Synergy_ZIP=-0.0437, Synergy_Bliss=0.456, Synergy_Loewe=0.476, Synergy_HSA=-0.766. (4) Drug 1: CC1OCC2C(O1)C(C(C(O2)OC3C4COC(=O)C4C(C5=CC6=C(C=C35)OCO6)C7=CC(=C(C(=C7)OC)O)OC)O)O. Drug 2: C1=C(C(=O)NC(=O)N1)N(CCCl)CCCl. Cell line: MOLT-4. Synergy scores: CSS=87.3, Synergy_ZIP=0.632, Synergy_Bliss=0.393, Synergy_Loewe=-0.250, Synergy_HSA=3.09. (5) Drug 2: C1=CC=C(C(=C1)C(C2=CC=C(C=C2)Cl)C(Cl)Cl)Cl. Cell line: DU-145. Drug 1: CC1C(C(CC(O1)OC2CC(CC3=C2C(=C4C(=C3O)C(=O)C5=C(C4=O)C(=CC=C5)OC)O)(C(=O)C)O)N)O.Cl. Synergy scores: CSS=8.36, Synergy_ZIP=4.73, Synergy_Bliss=7.93, Synergy_Loewe=-10.8, Synergy_HSA=7.34.